This data is from M1 muscarinic receptor antagonist screen with 61,756 compounds. The task is: Binary Classification. Given a drug SMILES string, predict its activity (active/inactive) in a high-throughput screening assay against a specified biological target. (1) The molecule is Fc1c(c2oc(c(n2)CN2CCC(CC2)C(=O)NC2CC2)C)cccc1. The result is 0 (inactive). (2) The drug is S(CC(=O)Nc1c2nsnc2ccc1)c1scc(n1)C. The result is 0 (inactive).